Task: Predict the product of the given reaction.. Dataset: Forward reaction prediction with 1.9M reactions from USPTO patents (1976-2016) Given the reactants [Cl:1][C:2]1[CH:11]=[C:10]([Cl:12])[C:9]2[C:4](=[CH:5][CH:6]=[CH:7][CH:8]=2)[N:3]=1.[NH2:13][C@@H:14]1[CH2:19][CH2:18][C@H:17]([NH:20][C:21](=[O:35])[C:22]2[CH:27]=[CH:26][CH:25]=[N:24][C:23]=2[O:28][C:29]2[CH:34]=[CH:33][CH:32]=[CH:31][CH:30]=2)[CH2:16][CH2:15]1.C([O-])(O)=O.[Na+].[ClH:41], predict the reaction product. The product is: [ClH:1].[Cl:12][C:10]1[C:9]2[C:4](=[CH:5][CH:6]=[CH:7][CH:8]=2)[N:3]=[C:2]([NH:13][C@@H:14]2[CH2:15][CH2:16][C@H:17]([NH:20][C:21](=[O:35])[C:22]3[CH:27]=[CH:26][CH:25]=[N:24][C:23]=3[O:28][C:29]3[CH:34]=[CH:33][CH:32]=[CH:31][CH:30]=3)[CH2:18][CH2:19]2)[CH:11]=1.[ClH:41].[Cl:1][C:2]1[CH:11]=[C:10]([NH:13][C@@H:14]2[CH2:15][CH2:16][C@H:17]([NH:20][C:21](=[O:35])[C:22]3[CH:27]=[CH:26][CH:25]=[N:24][C:23]=3[O:28][C:29]3[CH:34]=[CH:33][CH:32]=[CH:31][CH:30]=3)[CH2:18][CH2:19]2)[C:9]2[C:4](=[CH:5][CH:6]=[CH:7][CH:8]=2)[N:3]=1.